Dataset: Full USPTO retrosynthesis dataset with 1.9M reactions from patents (1976-2016). Task: Predict the reactants needed to synthesize the given product. (1) Given the product [NH2:1][C:2]1[C:12]([CH3:13])=[CH:11][C:10]([C:14]#[N:15])=[CH:9][C:3]=1[C:4]([NH:17][CH3:16])=[O:6], predict the reactants needed to synthesize it. The reactants are: [NH2:1][C:2]1[C:12]([CH3:13])=[CH:11][C:10]([C:14]#[N:15])=[CH:9][C:3]=1[C:4]([O:6]CC)=O.[CH3:16][NH2:17].C[O-].[Na+]. (2) Given the product [Cl:1][C:2]1[CH:3]=[C:4]([C:9]2[CH:10]=[C:11]([C:12]([F:15])([F:14])[F:13])[N:20]3[N:21]=[CH:22][C:23]([C:24]4[CH:29]=[C:28]([CH3:30])[N:27]=[C:26]([CH3:31])[CH:25]=4)=[C:19]3[N:18]=2)[CH:5]=[CH:6][C:7]=1[Cl:8], predict the reactants needed to synthesize it. The reactants are: [Cl:1][C:2]1[CH:3]=[C:4]([C:9](=O)[CH2:10][C:11](=O)[C:12]([F:15])([F:14])[F:13])[CH:5]=[CH:6][C:7]=1[Cl:8].[NH2:18][C:19]1[C:23]([C:24]2[CH:29]=[C:28]([CH3:30])[N:27]=[C:26]([CH3:31])[CH:25]=2)=[CH:22][NH:21][N:20]=1. (3) Given the product [CH3:35][C:32]1[N:33]=[N:34][N:30]([CH2:29][C:20]2[CH:21]=[C:22]([C:25]([F:26])([F:27])[F:28])[CH:23]=[CH:24][C:19]=2/[CH:18]=[CH:17]/[C:16]([N:13]2[CH2:12][CH2:11][CH:10]([NH:2][CH3:1])[CH2:15][CH2:14]2)=[O:36])[N:31]=1, predict the reactants needed to synthesize it. The reactants are: [CH3:1][N:2]([CH:10]1[CH2:15][CH2:14][N:13]([C:16](=[O:36])/[CH:17]=[CH:18]/[C:19]2[CH:24]=[CH:23][C:22]([C:25]([F:28])([F:27])[F:26])=[CH:21][C:20]=2[CH2:29][N:30]2[N:34]=[N:33][C:32]([CH3:35])=[N:31]2)[CH2:12][CH2:11]1)C(=O)OC(C)(C)C.C(O)(C(F)(F)F)=O.Cl. (4) Given the product [CH2:39]([O:38][CH2:37][C@@H:10]1[CH2:9][NH:8][CH2:13][CH2:12][N:11]1[C:14]([C:16]1[N:17]=[CH:18][N:19]([CH:27]2[CH2:32][CH2:31][CH2:30][CH2:29][C:28]2([CH2:34][O:35][CH3:36])[OH:33])[C:20]=1[C:21]1[CH:22]=[CH:23][CH:24]=[CH:25][CH:26]=1)=[O:15])[C:40]1[CH:45]=[CH:44][CH:43]=[CH:42][CH:41]=1.[OH:38][CH2:37][C@@H:10]1[CH2:9][NH:8][CH2:13][CH2:12][N:11]1[C:14]([C:16]1[N:17]=[CH:18][N:19]([CH:27]2[CH2:32][CH2:31][CH2:30][CH2:29][C:28]2([CH2:34][O:35][CH3:36])[OH:33])[C:20]=1[C:21]1[CH:26]=[CH:25][CH:24]=[CH:23][CH:22]=1)=[O:15], predict the reactants needed to synthesize it. The reactants are: C([N:8]1[CH2:13][CH2:12][N:11]([C:14]([C:16]2[N:17]=[CH:18][N:19]([CH:27]3[CH2:32][CH2:31][CH2:30][CH2:29][C:28]3([CH2:34][O:35][CH3:36])[OH:33])[C:20]=2[C:21]2[CH:26]=[CH:25][CH:24]=[CH:23][CH:22]=2)=[O:15])[C@H:10]([CH2:37][O:38][CH2:39][C:40]2[CH:45]=[CH:44][CH:43]=[CH:42][CH:41]=2)[CH2:9]1)C1C=CC=CC=1. (5) Given the product [CH:10]([C:7]1[CH:8]=[CH:9][C:4]([CH:3]2[C:13]3[CH:14]=[CH:15][C:16]([CH3:21])=[C:17]([CH3:20])[C:18]=3[O:19][CH2:2]2)=[CH:5][CH:6]=1)([CH3:12])[CH3:11], predict the reactants needed to synthesize it. The reactants are: O[CH2:2][CH:3]([C:13]1[C:18]([OH:19])=[C:17]([CH3:20])[C:16]([CH3:21])=[CH:15][CH:14]=1)[C:4]1[CH:9]=[CH:8][C:7]([CH:10]([CH3:12])[CH3:11])=[CH:6][CH:5]=1. (6) The reactants are: [CH3:1][O:2][N:3]1[C:12]2[C:7](=[CH:8][C:9]([I:13])=[CH:10][CH:11]=2)[C:6](=[O:14])[C:5]([C:15]([O:17]CC)=[O:16])=[CH:4]1.C(#N)C.[OH-].[Li+].C(O)(=O)CC(CC(O)=O)(C(O)=O)O. Given the product [I:13][C:9]1[CH:8]=[C:7]2[C:12](=[CH:11][CH:10]=1)[N:3]([O:2][CH3:1])[CH:4]=[C:5]([C:15]([OH:17])=[O:16])[C:6]2=[O:14], predict the reactants needed to synthesize it.